Dataset: Forward reaction prediction with 1.9M reactions from USPTO patents (1976-2016). Task: Predict the product of the given reaction. (1) Given the reactants Cl.[CH2:2]([C:4]1[S:24][C:7]2[N:8]=[C:9]([S:18][CH2:19][C:20]([O:22][CH3:23])=[O:21])[N:10]=[C:11]([N:12]3[CH2:17][CH2:16][NH:15][CH2:14][CH2:13]3)[C:6]=2[CH:5]=1)[CH3:3].C(N(C(C)C)CC)(C)C.[CH2:34]([O:36][C:37]1[CH:38]=[C:39]([CH:43]=[CH:44][CH:45]=1)[C:40](O)=[O:41])[CH3:35].CN(C(ON1N=NC2C=CC=NC1=2)=[N+](C)C)C.F[P-](F)(F)(F)(F)F, predict the reaction product. The product is: [CH2:34]([O:36][C:37]1[CH:38]=[C:39]([CH:43]=[CH:44][CH:45]=1)[C:40]([N:15]1[CH2:16][CH2:17][N:12]([C:11]2[C:6]3[CH:5]=[C:4]([CH2:2][CH3:3])[S:24][C:7]=3[N:8]=[C:9]([S:18][CH2:19][C:20]([O:22][CH3:23])=[O:21])[N:10]=2)[CH2:13][CH2:14]1)=[O:41])[CH3:35]. (2) Given the reactants [C:1]([OH:17])(=[O:16])[C:2]([C:10]1[CH:15]=[CH:14][CH:13]=[CH:12][CH:11]=1)([C:4]1[CH:9]=[CH:8][CH:7]=[CH:6][CH:5]=1)[OH:3].[CH2:18]1CCN2C(=NCCC2)CC1.CI, predict the reaction product. The product is: [CH3:18][O:16][C:1](=[O:17])[C:2]([C:10]1[CH:11]=[CH:12][CH:13]=[CH:14][CH:15]=1)([C:4]1[CH:9]=[CH:8][CH:7]=[CH:6][CH:5]=1)[OH:3]. (3) Given the reactants [Cl:1][C:2]1[CH:3]=[CH:4][C:5]([O:25][CH2:26][C:27]2[CH:32]=[CH:31][C:30]([F:33])=[CH:29][CH:28]=2)=[C:6]([C:8]2[CH2:13][CH2:12][CH2:11][CH2:10][C:9]=2[C:14]2[N:19]=[C:18]([C:20]([O:22]CC)=[O:21])[CH:17]=[CH:16][CH:15]=2)[CH:7]=1.[OH-].[Na+].C(O)(=O)C, predict the reaction product. The product is: [Cl:1][C:2]1[CH:3]=[CH:4][C:5]([O:25][CH2:26][C:27]2[CH:28]=[CH:29][C:30]([F:33])=[CH:31][CH:32]=2)=[C:6]([C:8]2[CH2:13][CH2:12][CH2:11][CH2:10][C:9]=2[C:14]2[N:19]=[C:18]([C:20]([OH:22])=[O:21])[CH:17]=[CH:16][CH:15]=2)[CH:7]=1.